Dataset: NCI-60 drug combinations with 297,098 pairs across 59 cell lines. Task: Regression. Given two drug SMILES strings and cell line genomic features, predict the synergy score measuring deviation from expected non-interaction effect. (1) Drug 1: CC(C)(C#N)C1=CC(=CC(=C1)CN2C=NC=N2)C(C)(C)C#N. Drug 2: C1CC(=O)NC(=O)C1N2C(=O)C3=CC=CC=C3C2=O. Cell line: SF-539. Synergy scores: CSS=2.95, Synergy_ZIP=1.94, Synergy_Bliss=2.84, Synergy_Loewe=1.36, Synergy_HSA=0.249. (2) Drug 1: CNC(=O)C1=NC=CC(=C1)OC2=CC=C(C=C2)NC(=O)NC3=CC(=C(C=C3)Cl)C(F)(F)F. Drug 2: CC1=C(C(=O)C2=C(C1=O)N3CC4C(C3(C2COC(=O)N)OC)N4)N. Cell line: HCT116. Synergy scores: CSS=27.0, Synergy_ZIP=0.529, Synergy_Bliss=-2.13, Synergy_Loewe=-29.4, Synergy_HSA=-4.57. (3) Drug 1: CC1=C(C(=CC=C1)Cl)NC(=O)C2=CN=C(S2)NC3=CC(=NC(=N3)C)N4CCN(CC4)CCO. Drug 2: C1=CC=C(C(=C1)C(C2=CC=C(C=C2)Cl)C(Cl)Cl)Cl. Cell line: MCF7. Synergy scores: CSS=0.870, Synergy_ZIP=-1.18, Synergy_Bliss=-2.01, Synergy_Loewe=-8.12, Synergy_HSA=-3.28. (4) Drug 1: CC1CCCC2(C(O2)CC(NC(=O)CC(C(C(=O)C(C1O)C)(C)C)O)C(=CC3=CSC(=N3)C)C)C. Drug 2: N.N.Cl[Pt+2]Cl. Cell line: HOP-92. Synergy scores: CSS=58.3, Synergy_ZIP=-8.49, Synergy_Bliss=-9.47, Synergy_Loewe=-1.78, Synergy_HSA=-0.390. (5) Cell line: HT29. Drug 1: COC1=CC(=CC(=C1O)OC)C2C3C(COC3=O)C(C4=CC5=C(C=C24)OCO5)OC6C(C(C7C(O6)COC(O7)C8=CC=CS8)O)O. Synergy scores: CSS=36.9, Synergy_ZIP=7.01, Synergy_Bliss=9.62, Synergy_Loewe=-51.5, Synergy_HSA=6.06. Drug 2: CN1C(=O)N2C=NC(=C2N=N1)C(=O)N. (6) Drug 1: CNC(=O)C1=CC=CC=C1SC2=CC3=C(C=C2)C(=NN3)C=CC4=CC=CC=N4. Drug 2: CCC(=C(C1=CC=CC=C1)C2=CC=C(C=C2)OCCN(C)C)C3=CC=CC=C3.C(C(=O)O)C(CC(=O)O)(C(=O)O)O. Cell line: K-562. Synergy scores: CSS=50.4, Synergy_ZIP=3.60, Synergy_Bliss=7.74, Synergy_Loewe=-14.2, Synergy_HSA=6.34. (7) Drug 1: CNC(=O)C1=CC=CC=C1SC2=CC3=C(C=C2)C(=NN3)C=CC4=CC=CC=N4. Drug 2: C#CCC(CC1=CN=C2C(=N1)C(=NC(=N2)N)N)C3=CC=C(C=C3)C(=O)NC(CCC(=O)O)C(=O)O. Cell line: IGROV1. Synergy scores: CSS=-2.43, Synergy_ZIP=-0.0709, Synergy_Bliss=-2.37, Synergy_Loewe=-2.72, Synergy_HSA=-2.70.